From a dataset of Reaction yield outcomes from USPTO patents with 853,638 reactions. Predict the reaction yield, written as a fraction of the theoretical maximum amount of product (1.0 means a 100% yield; for example, 0.34 means a 34% yield). The catalyst is S(Cl)(Cl)=O.ClCCl. The yield is 0.460. The product is [N:1]([C:4]1[CH:12]=[C:11]([F:13])[C:10]([F:14])=[CH:9][C:5]=1[C:6]([NH:20][C:19]1[CH:21]=[CH:22][C:16]([Cl:15])=[CH:17][CH:18]=1)=[O:8])=[N+:2]=[N-:3]. The reactants are [N:1]([C:4]1[CH:12]=[C:11]([F:13])[C:10]([F:14])=[CH:9][C:5]=1[C:6]([OH:8])=O)=[N+:2]=[N-:3].[Cl:15][C:16]1[CH:22]=[CH:21][C:19]([NH2:20])=[CH:18][CH:17]=1.